Dataset: Forward reaction prediction with 1.9M reactions from USPTO patents (1976-2016). Task: Predict the product of the given reaction. (1) The product is: [Cl:1][C:2]1[CH:3]=[C:4]([CH:26]=[CH:27][C:28]=1[Cl:29])[CH2:5][N:6]1[CH2:11][CH2:10][O:9][C@H:8]([CH2:12][NH:13][C:14]([NH:30][CH2:31][C:32]2[CH:33]=[CH:34][C:35]([C:36]([NH2:38])=[O:37])=[CH:39][CH:40]=2)=[O:25])[CH2:7]1. Given the reactants [Cl:1][C:2]1[CH:3]=[C:4]([CH:26]=[CH:27][C:28]=1[Cl:29])[CH2:5][N:6]1[CH2:11][CH2:10][O:9][C@H:8]([CH2:12][NH:13][C:14](=[O:25])OC2C=CC([N+]([O-])=O)=CC=2)[CH2:7]1.[NH2:30][CH2:31][C:32]1[CH:40]=[CH:39][C:35]([C:36]([NH2:38])=[O:37])=[CH:34][CH:33]=1, predict the reaction product. (2) Given the reactants Cl[C:2]1[C:11]2[C:6](=[CH:7][C:8]([F:12])=[CH:9][CH:10]=2)[N:5]=[C:4]([C:13]2[CH:14]=[N:15][CH:16]=[CH:17][CH:18]=2)[C:3]=1[CH3:19].[O:20]1[CH2:25][CH2:24][N:23]([C:26]2[CH:31]=[C:30]3[NH:32][CH2:33][C:34]4([CH2:39][CH2:38][O:37][CH2:36][CH2:35]4)[C:29]3=[CH:28][CH:27]=2)[CH2:22][CH2:21]1.Cl.O1CCOCC1, predict the reaction product. The product is: [F:12][C:8]1[CH:7]=[C:6]2[C:11]([C:2]([N:32]3[C:30]4[C:29](=[CH:28][CH:27]=[C:26]([N:23]5[CH2:22][CH2:21][O:20][CH2:25][CH2:24]5)[CH:31]=4)[C:34]4([CH2:39][CH2:38][O:37][CH2:36][CH2:35]4)[CH2:33]3)=[C:3]([CH3:19])[C:4]([C:13]3[CH:14]=[N:15][CH:16]=[CH:17][CH:18]=3)=[N:5]2)=[CH:10][CH:9]=1. (3) Given the reactants [C:1]([O:5][C:6](=[O:27])[NH:7][C:8]1[CH:9]=[N:10][C:11]2[CH2:12][CH:13]([C:18]([CH3:26])([CH3:25])[O:19][SiH2:20][C:21]([CH3:24])([CH3:23])[CH3:22])[CH2:14][NH:15][C:16]=2[CH:17]=1)([CH3:4])([CH3:3])[CH3:2].[F:28][CH:29]([F:40])[N:30]1[CH:34]=[C:33]([S:35](Cl)(=[O:37])=[O:36])[C:32]([CH3:39])=[N:31]1, predict the reaction product. The product is: [C:1]([O:5][C:6](=[O:27])[NH:7][C:8]1[CH:9]=[N:10][C:11]2[CH2:12][CH:13]([C:18]([CH3:26])([CH3:25])[O:19][SiH2:20][C:21]([CH3:24])([CH3:23])[CH3:22])[CH2:14][N:15]([S:35]([C:33]3[C:32]([CH3:39])=[N:31][N:30]([CH:29]([F:40])[F:28])[CH:34]=3)(=[O:37])=[O:36])[C:16]=2[CH:17]=1)([CH3:4])([CH3:3])[CH3:2]. (4) Given the reactants [Br:1][C:2]1[CH:7]=[CH:6][C:5]([CH2:8]Br)=[CH:4][CH:3]=1.[CH3:10][O-:11].[Na+], predict the reaction product. The product is: [CH3:10][O:11][CH2:8][C:5]1[CH:6]=[CH:7][C:2]([Br:1])=[CH:3][CH:4]=1. (5) Given the reactants [C:1]([O:5][C:6]([NH:8][C@@H:9]([CH2:13][CH:14]([CH3:16])[CH3:15])[C:10]([OH:12])=O)=[O:7])([CH3:4])([CH3:3])[CH3:2].Cl.[NH2:18][CH2:19][C:20]([O:22][CH3:23])=[O:21].CCN(CC)CC.CN(C(ON1N=NC2C=CC=NC1=2)=[N+](C)C)C.F[P-](F)(F)(F)(F)F, predict the reaction product. The product is: [C:1]([O:5][C:6]([NH:8][C@@H:9]([CH2:13][CH:14]([CH3:16])[CH3:15])[C:10]([NH:18][CH2:19][C:20]([O:22][CH3:23])=[O:21])=[O:12])=[O:7])([CH3:2])([CH3:3])[CH3:4]. (6) Given the reactants Cl([O-])(=O)(=O)=O.[Li+].[CH2:7]([O:10][CH2:11][C@@H:12]([C:14]1[CH:19]=[CH:18][CH:17]=[CH:16][CH:15]=1)[NH2:13])[CH:8]=[CH2:9].[F:20][C:21]1[CH:22]=[C:23]([CH2:28][C@H:29]([NH:33][C:34](=[O:43])[O:35][CH2:36][C:37]2[CH:42]=[CH:41][CH:40]=[CH:39][CH:38]=2)[C@H:30]2[CH2:32][O:31]2)[CH:24]=[C:25]([F:27])[CH:26]=1.C([O-])(O)=O.[Na+], predict the reaction product. The product is: [CH2:7]([O:10][CH2:11][C@H:12]([NH:13][CH2:32][C@@H:30]([OH:31])[C@@H:29]([NH:33][C:34](=[O:43])[O:35][CH2:36][C:37]1[CH:42]=[CH:41][CH:40]=[CH:39][CH:38]=1)[CH2:28][C:23]1[CH:22]=[C:21]([F:20])[CH:26]=[C:25]([F:27])[CH:24]=1)[C:14]1[CH:19]=[CH:18][CH:17]=[CH:16][CH:15]=1)[CH:8]=[CH2:9].